Predict the product of the given reaction. From a dataset of Forward reaction prediction with 1.9M reactions from USPTO patents (1976-2016). Given the reactants [F:1][C:2]1[CH:7]=[C:6]([CH2:8][N:9]2[C:14]([O:15][C:16]3[CH:17]=[C:18]([CH:21]=[C:22]([CH3:24])[CH:23]=3)[CH:19]=O)=[C:13]([CH:25]([CH3:27])[CH3:26])[C:12](=[O:28])[NH:11][C:10]2=[O:29])[CH:5]=[C:4]([NH:30][CH2:31][C:32]2[CH:37]=[CH:36][C:35]([O:38][CH3:39])=[CH:34][CH:33]=2)[N:3]=1.[C:40]([CH2:42]P(=O)(OCC)OCC)#[N:41].CC(C)([O-])C.[K+], predict the reaction product. The product is: [F:1][C:2]1[CH:7]=[C:6]([CH2:8][N:9]2[C:14]([O:15][C:16]3[CH:17]=[C:18]([CH:19]=[CH:42][C:40]#[N:41])[CH:21]=[C:22]([CH3:24])[CH:23]=3)=[C:13]([CH:25]([CH3:27])[CH3:26])[C:12](=[O:28])[NH:11][C:10]2=[O:29])[CH:5]=[C:4]([NH:30][CH2:31][C:32]2[CH:33]=[CH:34][C:35]([O:38][CH3:39])=[CH:36][CH:37]=2)[N:3]=1.